From a dataset of Reaction yield outcomes from USPTO patents with 853,638 reactions. Predict the reaction yield, written as a fraction of the theoretical maximum amount of product (1.0 means a 100% yield; for example, 0.34 means a 34% yield). (1) The reactants are [NH:1]1[C:5]2=[N+:6]([O-])[CH:7]=[CH:8][CH:9]=[C:4]2[CH:3]=[CH:2]1.CN(C)C=O.CS([Cl:20])(=O)=O.[OH-].[Na+]. The catalyst is O. The product is [Cl:20][C:9]1[CH:8]=[CH:7][N:6]=[C:5]2[NH:1][CH:2]=[CH:3][C:4]=12. The yield is 0.822. (2) The reactants are [C:1]([C:3]1([NH:7][C:8]2[CH:13]=[CH:12][C:11]([CH2:14][CH2:15][CH2:16][C:17]3[N:18](C(OC(C)(C)C)=O)[CH:19]=[CH:20][N:21]=3)=[CH:10][CH:9]=2)[CH2:6][CH2:5][CH2:4]1)#N.[N:29]([C:32]1[CH:39]=[CH:38][C:35]([C:36]#[N:37])=[C:34]([C:40]([F:43])([F:42])[F:41])[CH:33]=1)=[C:30]=[S:31].Cl.C([O-])(O)=[O:46].[Na+]. The catalyst is CN(C=O)C.O.CO. The product is [NH:21]1[CH:20]=[CH:19][N:18]=[C:17]1[CH2:16][CH2:15][CH2:14][C:11]1[CH:12]=[CH:13][C:8]([N:7]2[C:30](=[S:31])[N:29]([C:32]3[CH:39]=[CH:38][C:35]([C:36]#[N:37])=[C:34]([C:40]([F:41])([F:43])[F:42])[CH:33]=3)[C:1](=[O:46])[C:3]32[CH2:6][CH2:5][CH2:4]3)=[CH:9][CH:10]=1. The yield is 0.520. (3) The reactants are C[O:2][C:3]1[CH:20]=[CH:19][C:6]([CH2:7][N:8]2[CH:12]=[CH:11][C:10]([C:13]3[CH:18]=[CH:17][CH:16]=[CH:15][CH:14]=3)=[N:9]2)=[CH:5][CH:4]=1.B(Br)(Br)Br. No catalyst specified. The product is [C:13]1([C:10]2[CH:11]=[CH:12][N:8]([CH2:7][C:6]3[CH:5]=[CH:4][C:3]([OH:2])=[CH:20][CH:19]=3)[N:9]=2)[CH:14]=[CH:15][CH:16]=[CH:17][CH:18]=1. The yield is 0.530.